Dataset: Forward reaction prediction with 1.9M reactions from USPTO patents (1976-2016). Task: Predict the product of the given reaction. (1) Given the reactants [C:1]([NH:9][C:10]1[N:15]=[CH:14][C:13]([CH:16]([CH3:20])[C:17]([OH:19])=O)=[CH:12][CH:11]=1)(=[O:8])[C:2]1[CH:7]=[CH:6][CH:5]=[CH:4][CH:3]=1.ON1C2C=CC=CC=2N=N1.C(N=C=NCCCN(C)C)C.C(N(CC)CC)C.[CH3:49][CH:50]1[CH2:55][CH2:54][N:53]([C:56]2[C:61]([CH2:62][NH2:63])=[CH:60][CH:59]=[C:58]([C:64]([F:67])([F:66])[F:65])[N:57]=2)[CH2:52][CH2:51]1, predict the reaction product. The product is: [CH3:49][CH:50]1[CH2:51][CH2:52][N:53]([C:56]2[C:61]([CH2:62][NH:63][C:17](=[O:19])[CH:16]([C:13]3[CH:12]=[CH:11][C:10]([NH:9][C:1](=[O:8])[C:2]4[CH:3]=[CH:4][CH:5]=[CH:6][CH:7]=4)=[N:15][CH:14]=3)[CH3:20])=[CH:60][CH:59]=[C:58]([C:64]([F:67])([F:65])[F:66])[N:57]=2)[CH2:54][CH2:55]1. (2) The product is: [CH3:1][O:2][C:3]1[CH:4]=[C:5]([CH:21]=[CH:22][C:23]=1[O:24][CH3:25])[CH2:6][CH:7]1[C:16]2[C:11](=[CH:12][C:13]([O:19][CH3:20])=[C:14]([O:17][CH3:18])[CH:15]=2)[CH2:10][CH2:9][N:8]1[CH2:27][C:28]([NH:31][CH:32]1[C:40]2[C:35](=[CH:36][C:37]([F:41])=[CH:38][CH:39]=2)[CH2:34][CH2:33]1)=[O:29]. Given the reactants [CH3:1][O:2][C:3]1[CH:4]=[C:5]([CH:21]=[CH:22][C:23]=1[O:24][CH3:25])[CH2:6][CH:7]1[C:16]2[C:11](=[CH:12][C:13]([O:19][CH3:20])=[C:14]([O:17][CH3:18])[CH:15]=2)[CH2:10][CH2:9][NH:8]1.Br[CH2:27][C:28](Br)=[O:29].[NH2:31][CH:32]1[C:40]2[C:35](=[CH:36][C:37]([F:41])=[CH:38][CH:39]=2)[CH2:34][CH2:33]1, predict the reaction product. (3) Given the reactants Br[C:2]1[CH:3]=[C:4]([Cl:23])[C:5]([CH2:8][CH2:9][NH:10][C:11](=[O:22])[C:12]2[CH:17]=[CH:16][CH:15]=[CH:14][C:13]=2[C:18]([F:21])([F:20])[F:19])=[N:6][CH:7]=1.[NH:24]1[CH:28]=[CH:27][CH:26]=[N:25]1.C(=NO)C1C(=CC=CC=1)O, predict the reaction product. The product is: [Cl:23][C:4]1[C:5]([CH2:8][CH2:9][NH:10][C:11](=[O:22])[C:12]2[CH:17]=[CH:16][CH:15]=[CH:14][C:13]=2[C:18]([F:21])([F:20])[F:19])=[N:6][CH:7]=[C:2]([N:24]2[CH:28]=[CH:27][CH:26]=[N:25]2)[CH:3]=1. (4) Given the reactants [F:1][C:2]1[CH:7]=[CH:6][CH:5]=[CH:4][C:3]=1[CH:8]([O:23][CH2:24][CH2:25][CH2:26][O:27][CH3:28])[CH:9]1[CH2:14][CH2:13][CH2:12][N:11]([C:15]2[C:16](=[O:22])[C:17](=[O:21])[C:18]=2OC)[CH2:10]1.[NH2:29][C@@H:30]([CH2:40][CH:41]1[CH2:46][CH2:45][CH2:44][CH2:43][CH2:42]1)[CH2:31][NH:32][C:33](=[O:39])[O:34][C:35]([CH3:38])([CH3:37])[CH3:36], predict the reaction product. The product is: [CH:41]1([CH2:40][C@H:30]([NH:29][C:18]2[C:17](=[O:21])[C:16](=[O:22])[C:15]=2[N:11]2[CH2:12][CH2:13][CH2:14][CH:9]([CH:8]([C:3]3[CH:4]=[CH:5][CH:6]=[CH:7][C:2]=3[F:1])[O:23][CH2:24][CH2:25][CH2:26][O:27][CH3:28])[CH2:10]2)[CH2:31][NH:32][C:33](=[O:39])[O:34][C:35]([CH3:36])([CH3:37])[CH3:38])[CH2:42][CH2:43][CH2:44][CH2:45][CH2:46]1. (5) Given the reactants [CH3:1][O:2][C:3]1[CH:11]=[C:10]2[C:6]([CH:7]=[C:8]([C:12]3([CH3:15])[CH2:14][CH2:13]3)[NH:9]2)=[CH:5][C:4]=1[CH3:16].[CH:17]([C:19]1[N:24]=[C:23]([C:25]([O:27][CH3:28])=[O:26])[CH:22]=[CH:21][CH:20]=1)=O.C([SiH](CC)CC)C.FC(F)(F)C(O)=O, predict the reaction product. The product is: [CH3:1][O:2][C:3]1[CH:11]=[C:10]2[C:6]([C:7]([CH2:17][C:19]3[N:24]=[C:23]([C:25]([O:27][CH3:28])=[O:26])[CH:22]=[CH:21][CH:20]=3)=[C:8]([C:12]3([CH3:15])[CH2:13][CH2:14]3)[NH:9]2)=[CH:5][C:4]=1[CH3:16]. (6) The product is: [Cl:7][C:8]1[CH:13]=[C:12]([N:32]2[CH:36]=[CH:35][CH:34]=[N:33]2)[CH:11]=[CH:10][C:9]=1[C:15]1[S:19][C:18]([N:20]([CH3:31])[CH:21]2[CH2:26][C:25]([CH3:28])([CH3:27])[NH:24][C:23]([CH3:30])([CH3:29])[CH2:22]2)=[N:17][N:16]=1. Given the reactants C([O-])([O-])=O.[Cs+].[Cs+].[Cl:7][C:8]1[CH:13]=[C:12](F)[CH:11]=[CH:10][C:9]=1[C:15]1[S:19][C:18]([N:20]([CH3:31])[CH:21]2[CH2:26][C:25]([CH3:28])([CH3:27])[NH:24][C:23]([CH3:30])([CH3:29])[CH2:22]2)=[N:17][N:16]=1.[NH:32]1[CH:36]=[CH:35][CH:34]=[N:33]1, predict the reaction product. (7) The product is: [CH:13]1([C@@H:17]([NH:19][CH2:2][C:3]2[CH:8]=[CH:7][C:6]([S:9]([CH3:12])(=[O:11])=[O:10])=[CH:5][CH:4]=2)[CH3:18])[CH2:16][CH2:15][CH2:14]1. Given the reactants Br[CH2:2][C:3]1[CH:8]=[CH:7][C:6]([S:9]([CH3:12])(=[O:11])=[O:10])=[CH:5][CH:4]=1.[CH:13]1([C@@H:17]([NH2:19])[CH3:18])[CH2:16][CH2:15][CH2:14]1.N(CC1C=CC(OC)=CC=1OC)=[N+]=[N-].CCN(C(C)C)C(C)C, predict the reaction product. (8) Given the reactants [C:1]([N:5]1[C:9]([CH2:10][CH2:11][CH3:12])=[CH:8][C:7]([CH2:13][CH2:14][CH:15]=O)=[N:6]1)([CH3:4])([CH3:3])[CH3:2].[F:17][C:18]1[CH:23]=[CH:22][CH:21]=[CH:20][C:19]=1[N:24]1[CH2:29][CH2:28][NH:27][CH2:26][CH2:25]1.CCN(C(C)C)C(C)C.[BH-](OC(C)=O)(OC(C)=O)OC(C)=O.[Na+], predict the reaction product. The product is: [C:1]([N:5]1[C:9]([CH2:10][CH2:11][CH3:12])=[CH:8][C:7]([CH2:13][CH2:14][CH2:15][N:27]2[CH2:26][CH2:25][N:24]([C:19]3[CH:20]=[CH:21][CH:22]=[CH:23][C:18]=3[F:17])[CH2:29][CH2:28]2)=[N:6]1)([CH3:4])([CH3:3])[CH3:2]. (9) Given the reactants [Br:1][C:2]1[CH:3]=[CH:4][C:5]([C:8]([OH:11])([CH3:10])[CH3:9])=[N:6][CH:7]=1.[H-].[Na+].[CH3:14]I, predict the reaction product. The product is: [Br:1][C:2]1[CH:3]=[CH:4][C:5]([C:8]([O:11][CH3:14])([CH3:9])[CH3:10])=[N:6][CH:7]=1. (10) Given the reactants [CH3:1][O:2][C:3]([C:5]1[CH:6]=[C:7]([NH:11][C:12]2[C:16]3[CH2:17][N:18](C(OC(C)(C)C)=O)[CH2:19][CH2:20][C:15]=3[NH:14][N:13]=2)[CH:8]=[CH:9][CH:10]=1)=[O:4].[ClH:28].CCOC(C)=O, predict the reaction product. The product is: [ClH:28].[NH:14]1[C:15]2[CH2:20][CH2:19][NH:18][CH2:17][C:16]=2[C:12]([NH:11][C:7]2[CH:6]=[C:5]([CH:10]=[CH:9][CH:8]=2)[C:3]([O:2][CH3:1])=[O:4])=[N:13]1.